Dataset: Peptide-MHC class I binding affinity with 185,985 pairs from IEDB/IMGT. Task: Regression. Given a peptide amino acid sequence and an MHC pseudo amino acid sequence, predict their binding affinity value. This is MHC class I binding data. The peptide sequence is APRARTAAF. The MHC is HLA-A11:01 with pseudo-sequence HLA-A11:01. The binding affinity (normalized) is 0.0847.